Dataset: Full USPTO retrosynthesis dataset with 1.9M reactions from patents (1976-2016). Task: Predict the reactants needed to synthesize the given product. (1) Given the product [CH3:23][C:24]1[CH:28]=[C:27]([C:29]2[O:30][C:31]3[CH2:36][CH2:35][N:34]([C:37]([O:39][CH2:40][C:41]4[CH:46]=[CH:45][CH:44]=[CH:43][CH:42]=4)=[O:38])[CH2:33][C:32]=3[N:47]=2)[O:26][N:25]=1.[CH3:19][C:20]1[CH:21]=[C:16]([C:14]2[O:13][C:10]3[CH2:11][CH2:12][N:7]([C:2]4[CH:3]=[CH:4][CH:5]=[CH:6][N:1]=4)[CH2:8][C:9]=3[N:15]=2)[O:51][N:50]=1, predict the reactants needed to synthesize it. The reactants are: [N:1]1[CH:6]=[CH:5][CH:4]=[CH:3][C:2]=1[N:7]1[CH2:12][CH2:11][C:10]2[O:13][C:14]([C:16]3C=C(C)[CH:19]=[CH:20][CH:21]=3)=[N:15][C:9]=2[CH2:8]1.[CH3:23][C:24]1[CH:28]=[C:27]([C:29]2[O:30][C:31]3[CH2:36][CH2:35][N:34]([C:37]([O:39][CH2:40][C:41]4[CH:46]=[CH:45][CH:44]=[CH:43][CH:42]=4)=[O:38])[CH2:33][C:32]=3[N:47]=2)[O:26][N:25]=1.CC1C=C(C(O)=O)[O:51][N:50]=1. (2) Given the product [C:29]1([CH3:39])[CH:30]=[CH:31][C:32]([S:35]([O-:38])(=[O:36])=[O:37])=[CH:33][CH:34]=1.[Cl:19][C:16]1[CH:15]=[C:3]2[C:2](=[CH:18][CH:17]=1)[N:1]=[C:20]([NH:22][C:23]([NH:25][CH2:26][CH3:27])=[NH2+:24])[N:21]=[C:4]2[C:6]1[CH:11]=[CH:10][CH:9]=[CH:8][C:7]=1[N+:12]([O-:14])=[O:13], predict the reactants needed to synthesize it. The reactants are: [NH2:1][C:2]1[CH:18]=[CH:17][C:16]([Cl:19])=[CH:15][C:3]=1[C:4]([C:6]1[CH:11]=[CH:10][CH:9]=[CH:8][C:7]=1[N+:12]([O-:14])=[O:13])=O.[C:20]([NH:22][C:23]([NH:25][CH2:26][CH3:27])=[NH:24])#[N:21].O.[C:29]1([CH3:39])[CH:34]=[CH:33][C:32]([S:35]([OH:38])(=[O:37])=[O:36])=[CH:31][CH:30]=1. (3) Given the product [NH2:23][C:3]1[C:4]([C:21]#[N:22])=[N:5][C:6]([C:8]2[CH:13]=[CH:12][C:11]([O:14][CH2:15][CH3:16])=[C:10]([C:17]([F:20])([F:18])[F:19])[CH:9]=2)=[CH:7][C:2]=1[NH2:1], predict the reactants needed to synthesize it. The reactants are: [NH2:1][C:2]1[CH:7]=[C:6]([C:8]2[CH:13]=[CH:12][C:11]([O:14][CH2:15][CH3:16])=[C:10]([C:17]([F:20])([F:19])[F:18])[CH:9]=2)[N:5]=[C:4]([C:21]#[N:22])[C:3]=1[N+:23]([O-])=O.